From a dataset of Catalyst prediction with 721,799 reactions and 888 catalyst types from USPTO. Predict which catalyst facilitates the given reaction. Reactant: Cl[CH:2]([C:9]1[CH:14]=[CH:13][CH:12]=[C:11]([O:15][C:16]([F:21])([F:20])[CH:17]([F:19])[F:18])[CH:10]=1)[C:3]1[N:4]=[N:5][N:6](C)[N:7]=1.[CH2:22]([C@H:24]1[CH2:33][NH:32][C:31]2[C:26](=[CH:27][CH:28]=[C:29]([C:34]([F:37])([F:36])[F:35])[CH:30]=2)[NH:25]1)[CH3:23].N1C=CC=CC=1. Product: [CH2:22]([CH:24]1[NH:25][C:26]2[C:31](=[CH:30][C:29]([C:34]([F:36])([F:37])[F:35])=[CH:28][CH:27]=2)[N:32]([CH:2]([C:9]2[CH:14]=[CH:13][CH:12]=[C:11]([O:15][C:16]([F:21])([F:20])[CH:17]([F:19])[F:18])[CH:10]=2)[C:3]2[N:4]=[N:5][NH:6][N:7]=2)[CH2:33]1)[CH3:23]. The catalyst class is: 179.